From a dataset of Catalyst prediction with 721,799 reactions and 888 catalyst types from USPTO. Predict which catalyst facilitates the given reaction. (1) Reactant: [O:1]=[C:2]1[C:11]2[C:6](=[CH:7][CH:8]=[CH:9][CH:10]=2)[C:5](=[CH:12][NH:13][C:14]2[CH:25]=[CH:24][C:17]([CH2:18]OS(C)(=O)=O)=[CH:16][CH:15]=2)[C:4](=[O:26])[NH:3]1.[NH:27]1[CH2:31][CH2:30][CH2:29][CH2:28]1. Product: [N:27]1([CH2:18][C:17]2[CH:24]=[CH:25][C:14]([NH:13][CH:12]=[C:5]3[C:6]4[C:11](=[CH:10][CH:9]=[CH:8][CH:7]=4)[C:2](=[O:1])[NH:3][C:4]3=[O:26])=[CH:15][CH:16]=2)[CH2:31][CH2:30][CH2:29][CH2:28]1. The catalyst class is: 9. (2) Product: [OH:15][C@H:16]([C@H:20]1[O:25][C:24]([CH3:27])([CH3:26])[CH2:23][N:22]([CH2:28][C:29]2[CH:30]=[CH:31][C:32]([O:35][CH3:36])=[CH:33][CH:34]=2)[C:21]1=[O:37])[C:17]([O:19][C:1]([CH3:4])([CH3:3])[CH3:2])=[O:18]. Reactant: [C:1](OC(=NC(C)C)NC(C)C)([CH3:4])([CH3:3])[CH3:2].[OH:15][C@H:16]([C@H:20]1[O:25][C:24]([CH3:27])([CH3:26])[CH2:23][N:22]([CH2:28][C:29]2[CH:34]=[CH:33][C:32]([O:35][CH3:36])=[CH:31][CH:30]=2)[C:21]1=[O:37])[C:17]([OH:19])=[O:18].N#N. The catalyst class is: 680. (3) Reactant: [NH2:1][CH2:2][CH2:3][N:4]1[C:16]2[C:15]3[CH:14]=[CH:13][CH:12]=[CH:11][C:10]=3[N:9]=[C:8]([C:17]([F:20])([F:19])[F:18])[C:7]=2[N:6]=[C:5]1[C:21]1[CH:26]=[CH:25][CH:24]=[CH:23][CH:22]=1.[OH2:27].Cl.N1[CH:34]=[CH:33]C=CC=1. Product: [C:21]1([C:5]2[N:4]([CH2:3][CH2:2][NH:1][C:33](=[O:27])[CH3:34])[C:16]3[C:15]4[CH:14]=[CH:13][CH:12]=[CH:11][C:10]=4[N:9]=[C:8]([C:17]([F:20])([F:19])[F:18])[C:7]=3[N:6]=2)[CH:26]=[CH:25][CH:24]=[CH:23][CH:22]=1. The catalyst class is: 152. (4) Reactant: C(OC(=O)[NH:7][C:8]1[CH:13]=[C:12]([N:14]([CH3:18])[CH2:15][CH2:16][CH3:17])C(C(F)(F)F)=[CH:10][C:9]=1[NH:23][C:24](=[O:40])[CH2:25][C:26](=O)[C:27]1[CH:32]=[CH:31][CH:30]=[C:29]([C:33]2[CH:38]=[N:37][CH:36]=[CH:35][N:34]=2)[CH:28]=1)(C)(C)C.[C:42](O)([C:44]([F:47])([F:46])[F:45])=O. Product: [CH3:18][N:14]([CH2:15][CH2:16][CH3:17])[C:12]1[C:42]([C:44]([F:47])([F:46])[F:45])=[CH:10][C:9]2[NH:23][C:24](=[O:40])[CH2:25][C:26]([C:27]3[CH:32]=[CH:31][CH:30]=[C:29]([C:33]4[CH:38]=[N:37][CH:36]=[CH:35][N:34]=4)[CH:28]=3)=[N:7][C:8]=2[CH:13]=1. The catalyst class is: 2. (5) The catalyst class is: 38. Reactant: C([O:3][C:4](=[O:32])[CH2:5][CH:6]([N:10]1[C:14]2[CH:15]=[CH:16][CH:17]=[CH:18][C:13]=2[N:12]([CH2:19][C:20]2[CH:21]=[C:22]([Br:30])[CH:23]=[C:24]3[C:28]=2[N:27]([CH3:29])[CH:26]=[CH:25]3)[C:11]1=[O:31])[CH2:7][CH2:8][CH3:9])C.[Li+].[OH-]. Product: [Br:30][C:22]1[CH:23]=[C:24]2[C:28](=[C:20]([CH2:19][N:12]3[C:13]4[CH:18]=[CH:17][CH:16]=[CH:15][C:14]=4[N:10]([CH:6]([CH2:7][CH2:8][CH3:9])[CH2:5][C:4]([OH:32])=[O:3])[C:11]3=[O:31])[CH:21]=1)[N:27]([CH3:29])[CH:26]=[CH:25]2. (6) Reactant: Br[C:2]1[N:6]([S:7]([N:10]2[CH2:15][CH2:14][CH2:13][CH2:12][CH2:11]2)(=[O:9])=[O:8])[C:5]([CH3:16])=[C:4]([C:17]([O:19][CH2:20][CH3:21])=[O:18])[CH:3]=1.[C:22]([C:26]1[CH:27]=[C:28](B(O)O)[CH:29]=[C:30]([C:32]([CH3:35])([CH3:34])[CH3:33])[CH:31]=1)([CH3:25])([CH3:24])[CH3:23].C([O-])([O-])=O.[Na+].[Na+]. Product: [C:22]([C:26]1[CH:27]=[C:28]([C:2]2[N:6]([S:7]([N:10]3[CH2:15][CH2:14][CH2:13][CH2:12][CH2:11]3)(=[O:9])=[O:8])[C:5]([CH3:16])=[C:4]([C:17]([O:19][CH2:20][CH3:21])=[O:18])[CH:3]=2)[CH:29]=[C:30]([C:32]([CH3:35])([CH3:34])[CH3:33])[CH:31]=1)([CH3:25])([CH3:24])[CH3:23]. The catalyst class is: 70.